Dataset: Reaction yield outcomes from USPTO patents with 853,638 reactions. Task: Predict the reaction yield, written as a fraction of the theoretical maximum amount of product (1.0 means a 100% yield; for example, 0.34 means a 34% yield). (1) The reactants are [S:1](Cl)([C:4]1[C:16]2[CH:15]=[CH:14][CH:13]=[C:9]([N:10]([CH3:12])[CH3:11])[C:8]=2[CH:7]=[CH:6][CH:5]=1)(=[O:3])=[O:2].[Br:18][C:19]1[C:20]([CH3:36])=[N:21][O:22][C:23]=1[NH:24][S:25]([C:28]1[CH:32]=[CH:31][S:30][C:29]=1[C:33]([NH2:35])=[O:34])(=[O:27])=[O:26].[H-].[Na+]. The catalyst is O. The product is [Br:18][C:19]1[C:20]([CH3:36])=[N:21][O:22][C:23]=1[NH:24][S:25]([C:28]1[CH:32]=[CH:31][S:30][C:29]=1[C:33]([NH:35][S:1]([C:4]1[C:16]2[C:8](=[C:9]([N:10]([CH3:12])[CH3:11])[CH:13]=[CH:14][CH:15]=2)[CH:7]=[CH:6][CH:5]=1)(=[O:3])=[O:2])=[O:34])(=[O:27])=[O:26]. The yield is 0.340. (2) The reactants are [CH3:1][O:2][C:3](=[O:17])[CH:4]=[C:5]1[CH2:8][CH:7]([NH:9][C:10]([O:12][C:13]([CH3:16])([CH3:15])[CH3:14])=[O:11])[CH2:6]1. The catalyst is CO.[Pd]. The product is [CH3:1][O:2][C:3](=[O:17])[CH2:4][CH:5]1[CH2:6][CH:7]([NH:9][C:10]([O:12][C:13]([CH3:15])([CH3:14])[CH3:16])=[O:11])[CH2:8]1. The yield is 0.990.